From a dataset of Catalyst prediction with 721,799 reactions and 888 catalyst types from USPTO. Predict which catalyst facilitates the given reaction. (1) Reactant: [Cl:1][C:2]1[CH:10]=[CH:9][C:8]([C:11]2[C:12]([C@@H:22]([NH:32]C(=O)C(F)(F)F)[CH2:23][C:24]3[CH:29]=[C:28]([F:30])[CH:27]=[C:26]([F:31])[CH:25]=3)=[N:13][C:14]([N:17]([CH2:19][CH2:20][OH:21])[CH3:18])=[CH:15][CH:16]=2)=[C:7]2[C:3]=1[C:4]([NH:40][S:41]([CH3:44])(=[O:43])=[O:42])=[N:5][N:6]2[CH3:39].[OH-].[Li+].Cl. Product: [NH2:32][C@H:22]([C:12]1[C:11]([C:8]2[CH:9]=[CH:10][C:2]([Cl:1])=[C:3]3[C:7]=2[N:6]([CH3:39])[N:5]=[C:4]3[NH:40][S:41]([CH3:44])(=[O:42])=[O:43])=[CH:16][CH:15]=[C:14]([N:17]([CH2:19][CH2:20][OH:21])[CH3:18])[N:13]=1)[CH2:23][C:24]1[CH:25]=[C:26]([F:31])[CH:27]=[C:28]([F:30])[CH:29]=1. The catalyst class is: 14. (2) Reactant: [O:1]1[C:5]2[CH:6]=[CH:7][C:8]([C:10]([O:12]C)=O)=[CH:9][C:4]=2[O:3][CH2:2]1.[Li+].C[Si]([N-][Si](C)(C)C)(C)C.[Cl:24][C:25]1[N:30]=[C:29]([CH3:31])[CH:28]=[CH:27][N:26]=1. Product: [O:1]1[C:5]2[CH:6]=[CH:7][C:8]([C:10](=[O:12])[CH2:31][C:29]3[CH:28]=[CH:27][N:26]=[C:25]([Cl:24])[N:30]=3)=[CH:9][C:4]=2[O:3][CH2:2]1. The catalyst class is: 1.